From a dataset of Full USPTO retrosynthesis dataset with 1.9M reactions from patents (1976-2016). Predict the reactants needed to synthesize the given product. (1) Given the product [NH:22]1[CH2:21][CH2:20][CH:19]([C:16]2[N:15]=[N:14][C:13]([C:9]3[CH:8]=[CH:7][C:6]([N:1]4[CH:5]=[CH:4][CH:3]=[N:2]4)=[CH:11][C:10]=3[OH:12])=[CH:18][CH:17]=2)[CH2:24][CH2:23]1, predict the reactants needed to synthesize it. The reactants are: [N:1]1([C:6]2[CH:7]=[CH:8][C:9]([C:13]3[N:14]=[N:15][C:16]([C:19]4[CH2:20][CH2:21][NH:22][CH2:23][CH:24]=4)=[CH:17][CH:18]=3)=[C:10]([OH:12])[CH:11]=2)[CH:5]=[CH:4][CH:3]=[N:2]1. (2) Given the product [CH3:6][C:5]([S:8][CH2:9][CH2:10][C@H:23]1[CH2:27][CH2:26][O:25][CH2:24]1)([CH3:7])[C:4]([O:3][CH2:1][CH3:2])=[O:12], predict the reactants needed to synthesize it. The reactants are: [CH2:1]([O:3][C:4](=[O:12])[C:5]([S:8][C:9](=O)[CH3:10])([CH3:7])[CH3:6])[CH3:2].C[O-].[Na+].CS(OCC[C@H:23]1[CH2:27][CH2:26][O:25][CH2:24]1)(=O)=O. (3) Given the product [CH3:66][O:65][C:64]1[CH:63]=[CH:62][C:57]([C:58]([O:60][CH3:61])=[O:59])=[CH:56][C:55]=1[C:54]1[N:53]=[C:10]([C:8]2[CH:7]=[CH:6][C:5]([C:13]3[CH:18]=[CH:17][CH:16]=[CH:15][C:14]=3[CH3:19])=[C:4]([CH2:3][O:2][CH3:1])[CH:9]=2)[O:12][N:67]=1, predict the reactants needed to synthesize it. The reactants are: [CH3:1][O:2][CH2:3][C:4]1[CH:9]=[C:8]([C:10]([OH:12])=O)[CH:7]=[CH:6][C:5]=1[C:13]1[CH:18]=[CH:17][CH:16]=[CH:15][C:14]=1[CH3:19].C(N(C(C)C)C(C)C)C.CN(C(ON1N=NC2C=CC=NC1=2)=[N+](C)C)C.F[P-](F)(F)(F)(F)F.[NH2:53][C:54](=[N:67]O)[C:55]1[CH:56]=[C:57]([CH:62]=[CH:63][C:64]=1[O:65][CH3:66])[C:58]([O:60][CH3:61])=[O:59]. (4) Given the product [C:7]([O:11][C:12]([N:13]1[CH2:25][C:24](=[O:27])[N:16]([C:17]2[CH:22]=[CH:21][CH:20]=[CH:19][C:18]=2[CH3:23])[CH2:15][C:14]1([CH3:29])[CH3:28])=[O:30])([CH3:10])([CH3:9])[CH3:8], predict the reactants needed to synthesize it. The reactants are: CC(C)([O-])C.[K+].[C:7]([O:11][C:12](=[O:30])[NH:13][C:14]([CH3:29])([CH3:28])[CH2:15][N:16]([C:24](=[O:27])[CH2:25]Br)[C:17]1[CH:22]=[CH:21][CH:20]=[CH:19][C:18]=1[CH3:23])([CH3:10])([CH3:9])[CH3:8].[Cl-].[NH4+]. (5) Given the product [Br:1][C:2]1[CH:3]=[C:4]2[C@@:15]3([CH2:19][S:18][C:17]([NH:20][C:22](=[O:23])[O:24][C:25]([CH3:28])([CH3:27])[CH3:26])=[N:16]3)[C:14]3[CH:13]=[C:12]([Cl:21])[N:11]=[CH:10][C:9]=3[O:8][C:5]2=[CH:6][CH:7]=1, predict the reactants needed to synthesize it. The reactants are: [Br:1][C:2]1[CH:3]=[C:4]2[C@@:15]3([CH2:19][S:18][C:17]([NH2:20])=[N:16]3)[C:14]3[CH:13]=[C:12]([Cl:21])[N:11]=[CH:10][C:9]=3[O:8][C:5]2=[CH:6][CH:7]=1.[C:22](O[C:22]([O:24][C:25]([CH3:28])([CH3:27])[CH3:26])=[O:23])([O:24][C:25]([CH3:28])([CH3:27])[CH3:26])=[O:23].C(=O)(O)[O-].[Na+]. (6) Given the product [Cl:33][CH2:8][C:7]1[CH:6]=[CH:5][C:4]([N:10]2[C:14]([CH3:16])([CH3:15])[C:13](=[O:17])[N:12]([C:18]3[CH:25]=[CH:24][C:21]([C:22]#[N:23])=[C:20]([C:26]([F:29])([F:28])[F:27])[CH:19]=3)[C:11]2=[S:30])=[CH:3][C:2]=1[F:1], predict the reactants needed to synthesize it. The reactants are: [F:1][C:2]1[CH:3]=[C:4]([N:10]2[C:14]([CH3:16])([CH3:15])[C:13](=[O:17])[N:12]([C:18]3[CH:25]=[CH:24][C:21]([C:22]#[N:23])=[C:20]([C:26]([F:29])([F:28])[F:27])[CH:19]=3)[C:11]2=[S:30])[CH:5]=[CH:6][C:7]=1[CH2:8]O.S(Cl)([Cl:33])=O.